From a dataset of Reaction yield outcomes from USPTO patents with 853,638 reactions. Predict the reaction yield, written as a fraction of the theoretical maximum amount of product (1.0 means a 100% yield; for example, 0.34 means a 34% yield). (1) The reactants are [NH2:1][C:2]1[CH:7]=[CH:6][C:5]([NH:8][C:9]2[C:13]([C:14]([NH2:16])=[O:15])=[C:12]([NH:17][CH2:18][C:19]3[CH:24]=[CH:23][C:22]([OH:25])=[CH:21][CH:20]=3)[NH:11][N:10]=2)=[CH:4][CH:3]=1.[C:26]1([CH3:36])[CH:31]=[CH:30][C:29]([S:32](Cl)(=[O:34])=[O:33])=[CH:28][CH:27]=1.O. The catalyst is CN(C=O)C. The product is [OH:25][C:22]1[CH:23]=[CH:24][C:19]([CH2:18][NH:17][C:12]2[NH:11][N:10]=[C:9]([NH:8][C:5]3[CH:4]=[CH:3][C:2]([NH:1][S:32]([C:29]4[CH:30]=[CH:31][C:26]([CH3:36])=[CH:27][CH:28]=4)(=[O:34])=[O:33])=[CH:7][CH:6]=3)[C:13]=2[C:14]([NH2:16])=[O:15])=[CH:20][CH:21]=1. The yield is 0.120. (2) The catalyst is ClCCl.O=[Mn]=O. The reactants are [Cl:1][C:2]1[CH:9]=[CH:8][C:5]([CH2:6][OH:7])=[CH:4][C:3]=1[O:10][CH2:11][CH3:12]. The yield is 0.520. The product is [Cl:1][C:2]1[CH:9]=[CH:8][C:5]([CH:6]=[O:7])=[CH:4][C:3]=1[O:10][CH2:11][CH3:12]. (3) The product is [NH2:11][C@H:12]1[C@H:17]2[O:18][C@H:14]([CH2:15][CH2:16]2)[C@H:13]1[C:19]([O:21][CH3:22])=[O:20]. The reactants are C(OC([NH:11][C@H:12]1[C@H:17]2[O:18][C@H:14]([CH2:15][CH2:16]2)[C@H:13]1[C:19]([O:21][CH3:22])=[O:20])=O)C1C=CC=CC=1. The catalyst is C(OCC)(=O)C.[Pd]. The yield is 0.800. (4) The reactants are C(O[C:6]([N:8]1[CH2:14][CH2:13][CH2:12]NCC1)=[O:7])(C)(C)C.FC(F)(F)[C:17]1[CH:22]=[CH:21][C:20]([N:23]=C=O)=[CH:19][CH:18]=1.O1C[CH2:31][CH2:30][CH2:29]1. No catalyst specified. The product is [C:20]1([NH:23][C:6]([NH:8][C:14]2[CH:13]=[CH:12][CH:31]=[CH:30][CH:29]=2)=[O:7])[CH:19]=[CH:18][CH:17]=[CH:22][CH:21]=1. The yield is 0.0230. (5) The reactants are [F-].C([N+](CCCC)(CCCC)CCCC)CCC.C([Si](C1C=CC=CC=1)(C1C=CC=CC=1)[O:24][CH:25]1[CH2:29][CH:28]([N:30]2[CH:38]=[N:37][C:36]3[C:31]2=[N:32][C:33]([NH2:40])=[N:34][C:35]=3[Cl:39])[C:27](=[CH2:41])[CH:26]1[CH2:42][O:43][C:44]([C:57]1[CH:62]=[CH:61][CH:60]=[CH:59][CH:58]=1)([C:51]1[CH:56]=[CH:55][CH:54]=[CH:53][CH:52]=1)[C:45]1[CH:50]=[CH:49][CH:48]=[CH:47][CH:46]=1)(C)(C)C. The catalyst is O1CCCC1. The product is [NH2:40][C:33]1[N:34]=[C:35]([Cl:39])[CH:36]2[CH:31]([N:32]=1)[N:30]([CH:28]1[CH2:29][CH:25]([OH:24])[CH:26]([CH2:42][O:43][C:44]([C:57]3[CH:62]=[CH:61][CH:60]=[CH:59][CH:58]=3)([C:45]3[CH:46]=[CH:47][CH:48]=[CH:49][CH:50]=3)[C:51]3[CH:56]=[CH:55][CH:54]=[CH:53][CH:52]=3)[C:27]1=[CH2:41])[CH:38]=[N:37]2. The yield is 0.720.